Dataset: Catalyst prediction with 721,799 reactions and 888 catalyst types from USPTO. Task: Predict which catalyst facilitates the given reaction. (1) Reactant: [CH3:1][C:2]1[C:9]([CH3:10])=[C:8]([CH3:11])[C:7]([CH3:12])=[C:6]([CH3:13])[C:3]=1[CH2:4]Cl.[NH:14]1[CH2:19][CH2:18][NH:17][CH2:16][CH2:15]1. Product: [CH3:1][C:2]1[C:9]([CH3:10])=[C:8]([CH3:11])[C:7]([CH3:12])=[C:6]([CH3:13])[C:3]=1[CH2:4][N:14]1[CH2:19][CH2:18][NH:17][CH2:16][CH2:15]1. The catalyst class is: 1. (2) Reactant: [C:1]1([C@H:7]2[C@@H:12]([C:13]([O:15][CH2:16][CH3:17])=[O:14])[CH2:11][CH2:10][O:9][CH2:8]2)[CH:6]=[CH:5][CH:4]=[CH:3][CH:2]=1.[O-]CC.[Na+]. Product: [C:1]1([C@H:7]2[C@H:12]([C:13]([O:15][CH2:16][CH3:17])=[O:14])[CH2:11][CH2:10][O:9][CH2:8]2)[CH:2]=[CH:3][CH:4]=[CH:5][CH:6]=1. The catalyst class is: 8. (3) Reactant: [CH2:1]([S:13][CH2:14][C@@H:15]1[CH2:19][O:18]C(C)(C)[O:16]1)[CH2:2][CH2:3][CH2:4][CH2:5][CH2:6][CH2:7][CH2:8][CH2:9][CH2:10][CH2:11][CH3:12]. Product: [CH2:1]([S:13][CH2:14][C@@H:15]([OH:16])[CH2:19][OH:18])[CH2:2][CH2:3][CH2:4][CH2:5][CH2:6][CH2:7][CH2:8][CH2:9][CH2:10][CH2:11][CH3:12]. The catalyst class is: 15. (4) Reactant: [CH2:1](/[C:3](/[C:11]1[CH:16]=[CH:15][C:14]([C:17]([C:22]2[CH:27]=[CH:26][C:25]([OH:28])=[C:24]([CH3:29])[CH:23]=2)([CH2:20][CH3:21])[CH2:18][CH3:19])=[CH:13][C:12]=1[CH3:30])=[CH:4]\[C:5]([CH2:9][CH3:10])([OH:8])[CH2:6][CH3:7])[CH3:2].C([O-])([O-])=O.[K+].[K+].C1(C)C(S([CH2:46][C@H:47]2[O:51][C:50](=[O:52])[CH2:49][CH2:48]2)(=O)=O)=CC=CC=1.C([O-])(O)=O.[Na+]. Product: [CH2:1](/[C:3](/[C:11]1[CH:16]=[CH:15][C:14]([C:17]([C:22]2[CH:27]=[CH:26][C:25]([O:28][CH2:46][C@H:47]3[O:51][C:50](=[O:52])[CH2:49][CH2:48]3)=[C:24]([CH3:29])[CH:23]=2)([CH2:18][CH3:19])[CH2:20][CH3:21])=[CH:13][C:12]=1[CH3:30])=[CH:4]\[C:5]([CH2:9][CH3:10])([OH:8])[CH2:6][CH3:7])[CH3:2]. The catalyst class is: 3. (5) Reactant: [CH3:1][C:2]1[CH:7]=[C:6]([C:8]2[C:16]3[C:11](=[CH:12][CH:13]=[C:14]([C:17](O)=[O:18])[CH:15]=3)[N:10]([C:20]([C:33]3[CH:38]=[CH:37][CH:36]=[CH:35][CH:34]=3)([C:27]3[CH:32]=[CH:31][CH:30]=[CH:29][CH:28]=3)[C:21]3[CH:26]=[CH:25][CH:24]=[CH:23][CH:22]=3)[N:9]=2)[CH:5]=[CH:4][N:3]=1.Cl.[NH2:40][CH:41]1[CH2:46][CH2:45][CH2:44][C:43]([CH2:48][C:49]2[CH:54]=[CH:53][CH:52]=[CH:51][C:50]=2[F:55])([OH:47])[CH2:42]1.CN(C(ON1N=NC2C=CC=NC1=2)=[N+](C)C)C.F[P-](F)(F)(F)(F)F.CCN(C(C)C)C(C)C. Product: [F:55][C:50]1[CH:51]=[CH:52][CH:53]=[CH:54][C:49]=1[CH2:48][C:43]1([OH:47])[CH2:44][CH2:45][CH2:46][CH:41]([NH:40][C:17]([C:14]2[CH:15]=[C:16]3[C:11](=[CH:12][CH:13]=2)[N:10]([C:20]([C:21]2[CH:22]=[CH:23][CH:24]=[CH:25][CH:26]=2)([C:27]2[CH:32]=[CH:31][CH:30]=[CH:29][CH:28]=2)[C:33]2[CH:34]=[CH:35][CH:36]=[CH:37][CH:38]=2)[N:9]=[C:8]3[C:6]2[CH:5]=[CH:4][N:3]=[C:2]([CH3:1])[CH:7]=2)=[O:18])[CH2:42]1. The catalyst class is: 44.